The task is: Predict the reaction yield, written as a fraction of the theoretical maximum amount of product (1.0 means a 100% yield; for example, 0.34 means a 34% yield).. This data is from Reaction yield outcomes from USPTO patents with 853,638 reactions. (1) The reactants are [CH3:1][O:2][C:3]1[CH:11]=[C:10]2[C:6]([C:7]([CH3:16])([C:12]([F:15])([F:14])[F:13])[O:8][CH2:9]2)=[CH:5][C:4]=1[CH:17]([NH:19][C@H:20]1[CH2:25][CH2:24][CH2:23][NH:22][C@H:21]1[C:26]1[CH:31]=[CH:30][CH:29]=[CH:28][CH:27]=1)[CH3:18].[ClH:32]. The catalyst is CO. The product is [ClH:32].[ClH:32].[CH3:1][O:2][C:3]1[CH:11]=[C:10]2[C:6]([C:7]([CH3:16])([C:12]([F:13])([F:14])[F:15])[O:8][CH2:9]2)=[CH:5][C:4]=1[CH:17]([NH:19][C@H:20]1[CH2:25][CH2:24][CH2:23][NH:22][C@H:21]1[C:26]1[CH:31]=[CH:30][CH:29]=[CH:28][CH:27]=1)[CH3:18]. The yield is 0.360. (2) The reactants are [NH2:1][C:2]1[C:3]([C:12]([OH:14])=O)=[CH:4][C:5]2[C:10]([CH:11]=1)=[CH:9][CH:8]=[CH:7][CH:6]=2.O=S(Cl)Cl.[Cl:19][C:20]1[CH:26]=[CH:25][CH:24]=[CH:23][C:21]=1[NH2:22].C(Cl)(Cl)Cl. The catalyst is C1C=CC=CC=1. The product is [Cl:19][C:20]1[CH:26]=[CH:25][CH:24]=[CH:23][C:21]=1[NH:22][C:12]([C:3]1[C:2]([NH2:1])=[CH:11][C:10]2[C:5](=[CH:6][CH:7]=[CH:8][CH:9]=2)[CH:4]=1)=[O:14]. The yield is 0.540. (3) The reactants are [Li+:1].C[Si]([N-][Si](C)(C)C)(C)C.[C:11]([C:14]1[O:15][CH:16]=[CH:17][CH:18]=1)(=[O:13])[CH3:12].[C:19](OC(C)(C)C)(=[O:27])[C:20]([O:22][C:23]([CH3:26])([CH3:25])[CH3:24])=[O:21]. The catalyst is CCOCC. The product is [C:23]([O:22][C:20](=[O:21])[C:19]([O-:27])=[CH:12][C:11]([C:14]1[O:15][CH:16]=[CH:17][CH:18]=1)=[O:13])([CH3:26])([CH3:25])[CH3:24].[Li+:1]. The yield is 0.830. (4) The reactants are [F:1][C:2]([F:28])([F:27])[C:3]1[CH:4]=[C:5]([C:13]2[N:17]=[CH:16][N:15](/[CH:18]=[C:19](\[Br:26])/[C:20]([O:22]C(C)C)=[O:21])[N:14]=2)[CH:6]=[C:7]([C:9]([F:12])([F:11])[F:10])[CH:8]=1.[OH-].[Li+].Cl. The catalyst is O1CCCC1.O. The product is [F:27][C:2]([F:1])([F:28])[C:3]1[CH:4]=[C:5]([C:13]2[N:17]=[CH:16][N:15](/[CH:18]=[C:19](\[Br:26])/[C:20]([OH:22])=[O:21])[N:14]=2)[CH:6]=[C:7]([C:9]([F:10])([F:11])[F:12])[CH:8]=1. The yield is 0.750. (5) The reactants are [C:1]1([CH2:7][CH2:8][CH:9]=[CH2:10])[CH:6]=[CH:5][CH:4]=[CH:3][CH:2]=1.Br[C:12]1[O:16][C:15]([C:17]([OH:19])=[O:18])=[CH:14][CH:13]=1.CCN(C(C)C)C(C)C. The product is [C:1]1([CH2:7][CH2:8][CH:9]=[CH:10][C:12]2[O:16][C:15]([C:17]([OH:19])=[O:18])=[CH:14][CH:13]=2)[CH:6]=[CH:5][CH:4]=[CH:3][CH:2]=1. The catalyst is C1(C)C=CC=CC=1.CC([O-])=O.CC([O-])=O.[Pd+2]. The yield is 0.960. (6) The reactants are [N+:1]([C:4]1[CH:17]=[CH:16][C:7]([CH2:8][N:9]2[CH2:14][C@@H:13]3[CH2:15][C@H:10]2[CH2:11][O:12]3)=[CH:6][CH:5]=1)([O-])=O. The catalyst is CCOC(C)=O.[Pd]. The product is [C@H:13]12[CH2:15][C@H:10]([N:9]([CH2:8][C:7]3[CH:6]=[CH:5][C:4]([NH2:1])=[CH:17][CH:16]=3)[CH2:14]1)[CH2:11][O:12]2. The yield is 0.100. (7) The reactants are C(N[C@H](C(O)=O)CC(C)C)(=O)C.[CH2:13]([O:15][C:16]1[CH:17]=[C:18]([C@H:24]([NH2:30])[CH2:25][S:26]([CH3:29])(=[O:28])=[O:27])[CH:19]=[CH:20][C:21]=1[O:22][CH3:23])[CH3:14].C([NH:34][C:35]1[CH:45]=[CH:44][CH:43]=[C:37]2[C:38]([O:40][C:41](=O)[C:36]=12)=[O:39])(=O)C. The catalyst is C(O)(=O)C. The product is [CH2:13]([O:15][C:16]1[CH:17]=[C:18]([CH:24]([N:30]2[C:41](=[O:40])[C:36]3[C:37](=[CH:43][CH:44]=[CH:45][C:35]=3[NH2:34])[C:38]2=[O:39])[CH2:25][S:26]([CH3:29])(=[O:28])=[O:27])[CH:19]=[CH:20][C:21]=1[O:22][CH3:23])[CH3:14]. The yield is 0.750. (8) The reactants are Cl.[NH2:2][OH:3].C[O-].[Na+].[C:7]([O:11][C:12]([NH:14][CH2:15][C@H:16]([NH:21][C:22]([C:24]1[CH:29]=[CH:28][C:27]([C:30]#[C:31][C:32]2[CH:37]=[CH:36][C:35]([NH:38][C:39](=[O:49])[CH2:40][NH:41][C:42]([O:44][C:45]([CH3:48])([CH3:47])[CH3:46])=[O:43])=[CH:34][CH:33]=2)=[CH:26][CH:25]=1)=[O:23])[C:17]([O:19]C)=O)=[O:13])([CH3:10])([CH3:9])[CH3:8]. The catalyst is CO.C1COCC1.C(Cl)(Cl)Cl.CC(O)C. The product is [OH:3][NH:2][C:17]([C@@H:16]([NH:21][C:22]([C:24]1[CH:29]=[CH:28][C:27]([C:30]#[C:31][C:32]2[CH:33]=[CH:34][C:35]([NH:38][C:39](=[O:49])[CH2:40][NH:41][C:42]([O:44][C:45]([CH3:48])([CH3:46])[CH3:47])=[O:43])=[CH:36][CH:37]=2)=[CH:26][CH:25]=1)=[O:23])[CH2:15][NH:14][C:12]([O:11][C:7]([CH3:9])([CH3:8])[CH3:10])=[O:13])=[O:19]. The yield is 0.640. (9) The yield is 0.630. The reactants are [Br:1]N1C(=O)CCC1=O.[Cl:9][C:10]1[CH:25]=[CH:24][C:13]([CH2:14][N:15]2[C:20](=[O:21])[CH:19]=[CH:18][N:17]=[C:16]2[S:22][CH3:23])=[CH:12][CH:11]=1. The catalyst is ClCCl. The product is [Br:1][C:19]1[C:20](=[O:21])[N:15]([CH2:14][C:13]2[CH:12]=[CH:11][C:10]([Cl:9])=[CH:25][CH:24]=2)[C:16]([S:22][CH3:23])=[N:17][CH:18]=1.